Dataset: Full USPTO retrosynthesis dataset with 1.9M reactions from patents (1976-2016). Task: Predict the reactants needed to synthesize the given product. (1) Given the product [CH:1]([N:4]1[C:8](=[O:9])[CH2:7][CH2:6][N:5]1[CH3:15])([CH3:3])[CH3:2], predict the reactants needed to synthesize it. The reactants are: [CH:1]([NH:4][NH2:5])([CH3:3])[CH3:2].[C:6](OCC)(=O)[CH2:7][C:8](C)=[O:9].[C:15](O)(=O)C. (2) Given the product [CH3:1][O:2][C:3]([C:5]1[CH:14]=[CH:13][C:12]2[C:7](=[CH:8][CH:9]=[C:10]([N:22]3[CH2:26][CH2:25][CH2:24][CH2:23]3)[CH:11]=2)[CH:6]=1)=[O:4], predict the reactants needed to synthesize it. The reactants are: [CH3:1][O:2][C:3]([C:5]1[CH:14]=[CH:13][C:12]2[C:7](=[CH:8][CH:9]=[C:10](Br)[CH:11]=2)[CH:6]=1)=[O:4].C(=O)([O-])[O-].[Cs+].[Cs+].[NH:22]1[CH2:26][CH2:25][CH2:24][CH2:23]1.C([O-])(O)=O.[Na+]. (3) Given the product [Cl:15][C:5]1[C:6]2[C:11](=[CH:10][CH:9]=[CH:8][CH:7]=2)[C:2]([CH3:1])=[CH:3][N:4]=1, predict the reactants needed to synthesize it. The reactants are: [CH3:1][C:2]1[C:11]2[C:6](=[CH:7][CH:8]=[CH:9][CH:10]=2)[CH:5]=[N+:4]([O-])[CH:3]=1.O=P(Cl)(Cl)[Cl:15]. (4) Given the product [C:54](=[O:55])([O:52][CH:50]([C@:10]12[O:32][C@:13]([C:33]3[CH:38]=[CH:37][C:36]([Cl:39])=[C:35]([CH2:40][C:41]4[CH:42]=[CH:43][C:44]([O:47][CH2:48][CH3:49])=[CH:45][CH:46]=4)[CH:34]=3)([O:12][CH2:11]1)[C@H:14]([O:24][CH2:25][C:26]1[CH:31]=[CH:30][CH:29]=[CH:28][CH:27]=1)[C@@H:15]([O:16][CH2:17][C:18]1[CH:19]=[CH:20][CH:21]=[CH:22][CH:23]=1)[C@@H:9]2[O:8][CH2:1][C:2]1[CH:7]=[CH:6][CH:5]=[CH:4][CH:3]=1)[CH3:51])[O:56][CH2:57][CH3:58], predict the reactants needed to synthesize it. The reactants are: [CH2:1]([O:8][C@H:9]1[C@H:15]([O:16][CH2:17][C:18]2[CH:23]=[CH:22][CH:21]=[CH:20][CH:19]=2)[C@@H:14]([O:24][CH2:25][C:26]2[CH:31]=[CH:30][CH:29]=[CH:28][CH:27]=2)[C@:13]2([C:33]3[CH:38]=[CH:37][C:36]([Cl:39])=[C:35]([CH2:40][C:41]4[CH:46]=[CH:45][C:44]([O:47][CH2:48][CH3:49])=[CH:43][CH:42]=4)[CH:34]=3)[O:32][C@@:10]1([CH:50]([OH:52])[CH3:51])[CH2:11][O:12]2)[C:2]1[CH:7]=[CH:6][CH:5]=[CH:4][CH:3]=1.Cl[C:54]([O:56][CH2:57][CH3:58])=[O:55].C(N(CC)CC)C.